This data is from Forward reaction prediction with 1.9M reactions from USPTO patents (1976-2016). The task is: Predict the product of the given reaction. (1) Given the reactants [Cl:1][C:2]1[CH:10]=[CH:9][C:8]2[NH:7][C:6]3[CH2:11][CH:12]([CH3:16])[N:13]([CH3:15])[CH2:14][C:5]=3[C:4]=2[CH:3]=1.P([O-])([O-])([O-])=O.[K+].[K+].[K+].Br[CH:26]=[C:27]([C:29]1[CH:34]=[CH:33][N:32]=[CH:31][CH:30]=1)[CH3:28].N1CCC[C@H]1C(O)=O, predict the reaction product. The product is: [Cl:1][C:2]1[CH:10]=[CH:9][C:8]2[N:7](/[CH:26]=[C:27](/[C:29]3[CH:34]=[CH:33][N:32]=[CH:31][CH:30]=3)\[CH3:28])[C:6]3[CH2:11][CH:12]([CH3:16])[N:13]([CH3:15])[CH2:14][C:5]=3[C:4]=2[CH:3]=1. (2) Given the reactants [CH3:1][C:2]1[CH:3]=[CH:4][C:5]2[NH:11][C:10](=[O:12])[C@@H:9]([NH:13]C(=O)OC(C)(C)C)[CH2:8][O:7][C:6]=2[CH:21]=1.[C:22]([OH:28])([C:24]([F:27])([F:26])[F:25])=[O:23], predict the reaction product. The product is: [F:25][C:24]([F:27])([F:26])[C:22]([OH:28])=[O:23].[NH2:13][C@H:9]1[CH2:8][O:7][C:6]2[CH:21]=[C:2]([CH3:1])[CH:3]=[CH:4][C:5]=2[NH:11][C:10]1=[O:12]. (3) Given the reactants [NH2:1][C:2]1[NH:3][C:4]2[C:9]([C:10]=1[C:11](OCC)=[O:12])=[CH:8][CH:7]=[C:6]([C:16]([O:18][CH3:19])=[O:17])[CH:5]=2.C([O-])=O.[NH4+].[CH:24]([NH2:26])=O, predict the reaction product. The product is: [OH:12][C:11]1[C:10]2[C:9]3[C:4](=[CH:5][C:6]([C:16]([O:18][CH3:19])=[O:17])=[CH:7][CH:8]=3)[NH:3][C:2]=2[N:1]=[CH:24][N:26]=1. (4) Given the reactants [C:1]([O:5][C:6]([NH:8][C@@H:9]([C@H:14]([C:18]1[CH:23]=[CH:22][C:21]([C:24]2[CH:29]=[CH:28][C:27]([F:30])=[CH:26][CH:25]=2)=[CH:20][CH:19]=1)/[CH:15]=[CH:16]/[CH3:17])[C:10]([O:12]C)=[O:11])=[O:7])([CH3:4])([CH3:3])[CH3:2].[OH-].[Li+], predict the reaction product. The product is: [C:1]([O:5][C:6]([NH:8][C@@H:9]([C@H:14]([C:18]1[CH:19]=[CH:20][C:21]([C:24]2[CH:29]=[CH:28][C:27]([F:30])=[CH:26][CH:25]=2)=[CH:22][CH:23]=1)/[CH:15]=[CH:16]/[CH3:17])[C:10]([OH:12])=[O:11])=[O:7])([CH3:2])([CH3:3])[CH3:4]. (5) Given the reactants [Mg].[CH3:2][C:3]1[CH:4]=[C:5]([CH:8]=[CH:9][CH:10]=1)[CH2:6]Br.[CH3:11][C:12]1[CH2:17][CH2:16][CH2:15][C:14]([CH3:19])([CH3:18])[C:13]=1[CH:20]=[O:21], predict the reaction product. The product is: [C:3]1([CH3:2])[CH:10]=[CH:9][CH:8]=[C:5]([CH2:6][CH:20]([C:13]2[C:14]([CH3:19])([CH3:18])[CH2:15][CH2:16][CH2:17][C:12]=2[CH3:11])[OH:21])[CH:4]=1. (6) Given the reactants Cl[C:2]1[N:10]=[C:9]2[C:5]([N:6]=[CH:7][N:8]2[CH:11]2[CH2:16][CH2:15][CH2:14][CH2:13][O:12]2)=[C:4]([N:17]2[CH2:22][CH2:21][O:20][CH2:19][CH2:18]2)[N:3]=1.[NH2:23][C:24]1[N:29]=[CH:28][C:27](B(O)O)=[CH:26][N:25]=1, predict the reaction product. The product is: [O:20]1[CH2:21][CH2:22][N:17]([C:4]2[N:3]=[C:2]([C:27]3[CH:26]=[N:25][C:24]([NH2:23])=[N:29][CH:28]=3)[N:10]=[C:9]3[C:5]=2[N:6]=[CH:7][N:8]3[CH:11]2[CH2:16][CH2:15][CH2:14][CH2:13][O:12]2)[CH2:18][CH2:19]1. (7) Given the reactants Br[C:2]1[C:15]2[C:16]3=[C:17]4[C:12](=[CH:13][CH:14]=2)[CH:11]=[CH:10][CH:9]=[C:8]4[CH:7]=[CH:6][C:5]3=[CH:4][CH:3]=1.[Li]CCCC.[Cl-].[C:24]1([PH:30][C:31]2[CH:36]=[CH:35][CH:34]=[CH:33][CH:32]=2)[CH:29]=[CH:28][CH:27]=[CH:26][CH:25]=1.[NH4+].[Cl-], predict the reaction product. The product is: [C:31]1([P:30]([C:24]2[CH:25]=[CH:26][CH:27]=[CH:28][CH:29]=2)[C:2]2[C:15]3[C:16]4=[C:17]5[C:12](=[CH:13][CH:14]=3)[CH:11]=[CH:10][CH:9]=[C:8]5[CH:7]=[CH:6][C:5]4=[CH:4][CH:3]=2)[CH:32]=[CH:33][CH:34]=[CH:35][CH:36]=1. (8) Given the reactants [C:1]([NH:24][CH2:25][CH2:26][NH:27][P:28](=O)([O:48][C:49]1[CH:54]=[CH:53][CH:52]=[CH:51][CH:50]=1)[O:29]C[C@@H]1[C@@H](N=[N+]=[N-])C[C@@H](N2C=C(C)C(=O)NC2=O)O1)(=[O:23])[CH2:2][CH2:3]/[CH:4]=[CH:5]\[CH2:6]/[CH:7]=[CH:8]\[CH2:9]/[CH:10]=[CH:11]\[CH2:12]/[CH:13]=[CH:14]\[CH2:15]/[CH:16]=[CH:17]\[CH2:18]/[CH:19]=[CH:20]\CC.[CH2:56]1[S:60][C@H:59]([CH2:61][OH:62])[O:58][C@@H:57]1[N:63]1[C:68](=[O:69])[N:67]=[C:66]([NH2:70])[CH:65]=[CH:64]1.NCCNC(=O)CCC/C=C\C/C=C\C/C=C\C/C=C\C/C=C\CC, predict the reaction product. The product is: [C:1]([NH:24][CH2:25][CH2:26][NH:27][P:28](=[O:29])([O:48][C:49]1[CH:54]=[CH:53][CH:52]=[CH:51][CH:50]=1)[O:62][CH2:61][C@H:59]1[S:60][CH2:56][C@@H:57]([N:63]2[CH:64]=[CH:65][C:66]([NH2:70])=[N:67][C:68]2=[O:69])[O:58]1)(=[O:23])[CH2:2][CH2:3][CH2:4]/[CH:5]=[CH:6]\[CH2:7]/[CH:8]=[CH:9]\[CH2:10]/[CH:11]=[CH:12]\[CH2:13]/[CH:14]=[CH:15]\[CH2:16]/[CH:17]=[CH:18]\[CH2:19][CH3:20]. (9) Given the reactants [Cl:1][C:2]1[CH:3]=[C:4]([C:8]#[CH:9])[CH:5]=[CH:6][CH:7]=1.[CH2:10]([O:12][C:13]([N:15]1[CH2:20][CH2:19][NH:18][CH2:17][CH2:16]1)=[O:14])[CH3:11].[CH:21](=O)[CH2:22][CH2:23][CH2:24][CH3:25], predict the reaction product. The product is: [CH2:10]([O:12][C:13]([N:15]1[CH2:16][CH2:17][N:18]([CH:21]([C:9]#[C:8][C:4]2[CH:5]=[CH:6][CH:7]=[C:2]([Cl:1])[CH:3]=2)[CH2:22][CH2:23][CH2:24][CH3:25])[CH2:19][CH2:20]1)=[O:14])[CH3:11].